This data is from Catalyst prediction with 721,799 reactions and 888 catalyst types from USPTO. The task is: Predict which catalyst facilitates the given reaction. (1) Product: [O:6]=[C:5]1[CH2:4][CH:3]([C:7]2[CH:8]=[C:9]([CH:14]=[CH:15][CH:16]=2)[C:10]([O:12][CH3:13])=[O:11])[CH2:2]1. The catalyst class is: 183. Reactant: Cl[C:2]1(Cl)[C:5](=[O:6])[CH2:4][CH:3]1[C:7]1[CH:8]=[C:9]([CH:14]=[CH:15][CH:16]=1)[C:10]([O:12][CH3:13])=[O:11]. (2) Reactant: [Br:1][C:2]1[CH:7]=[C:6]([O:8][CH2:9][O:10][CH3:11])[CH:5]=[CH:4][C:3]=1[CH2:12][C:13](N(OC)C)=[O:14].[CH3:19][Mg]Br.[Cl-].[NH4+]. Product: [Br:1][C:2]1[CH:7]=[C:6]([O:8][CH2:9][O:10][CH3:11])[CH:5]=[CH:4][C:3]=1[CH2:12][C:13](=[O:14])[CH3:19]. The catalyst class is: 28. (3) Reactant: [NH2:1][C@:2]([C:9]1[CH:14]=[CH:13][CH:12]=[CH:11][CH:10]=1)([CH3:8])[C:3](OCC)=[O:4].[BH4-].[Na+]. Product: [NH2:1][C@:2]([C:9]1[CH:14]=[CH:13][CH:12]=[CH:11][CH:10]=1)([CH3:8])[CH2:3][OH:4]. The catalyst class is: 14.